From a dataset of Catalyst prediction with 721,799 reactions and 888 catalyst types from USPTO. Predict which catalyst facilitates the given reaction. (1) Reactant: Cl[C:2]1[CH:7]=[C:6]([Cl:8])[N:5]=[C:4]([NH2:9])[N:3]=1.[C:10]([C:14]1[CH:19]=[CH:18][C:17]([NH2:20])=[CH:16][CH:15]=1)([CH3:13])([CH3:12])[CH3:11]. Product: [C:10]([C:14]1[CH:15]=[CH:16][C:17]([NH:20][C:2]2[CH:7]=[C:6]([Cl:8])[N:5]=[C:4]([NH2:9])[N:3]=2)=[CH:18][CH:19]=1)([CH3:13])([CH3:11])[CH3:12]. The catalyst class is: 10. (2) Reactant: [F:1][C:2]([F:41])([F:40])[C:3]1[CH:4]=[C:5]([C@H:13]([O:16][C@H:17]2[CH2:25][CH2:24][C@H:23]3[C@@H:19]([CH2:20][N:21]([C:26]([O:28][C:29]([CH3:32])([CH3:31])[CH3:30])=[O:27])[CH2:22]3)[C@@H:18]2[C:33]2[CH:38]=[CH:37][CH:36]=[CH:35][C:34]=2[CH3:39])[CH2:14][OH:15])[CH:6]=[C:7]([C:9]([F:12])([F:11])[F:10])[CH:8]=1.[C:42](Cl)(=[O:49])[C:43]1[CH:48]=[CH:47][CH:46]=[CH:45][CH:44]=1. Product: [C:42]([O:15][CH2:14][C@H:13]([C:5]1[CH:4]=[C:3]([C:2]([F:1])([F:40])[F:41])[CH:8]=[C:7]([C:9]([F:10])([F:11])[F:12])[CH:6]=1)[O:16][C@H:17]1[CH2:25][CH2:24][C@H:23]2[C@@H:19]([CH2:20][N:21]([C:26]([O:28][C:29]([CH3:32])([CH3:31])[CH3:30])=[O:27])[CH2:22]2)[C@@H:18]1[C:33]1[CH:38]=[CH:37][CH:36]=[CH:35][C:34]=1[CH3:39])(=[O:49])[C:43]1[CH:48]=[CH:47][CH:46]=[CH:45][CH:44]=1. The catalyst class is: 17. (3) Reactant: FF.BrP(Br)(C1C=CC=CC=1)(C1C=CC=CC=1)C1C=CC=CC=1.[Br:24][CH2:25][C:26]1[CH:34]=[CH:33][C:29]([C:30]([OH:32])=[O:31])=[C:28]([F:35])[CH:27]=1.[NH2:36][C:37]1[C:38]([C:44]([NH:46][NH2:47])=[O:45])=[N:39][C:40]([Br:43])=[CH:41][N:42]=1.CCN(C(C)C)C(C)C. Product: [Br:24][CH2:25][C:26]1[CH:34]=[CH:33][C:29]([C:30]([OH:32])=[O:31])=[C:28]([F:35])[CH:27]=1.[Br:43][C:40]1[N:39]=[C:38]([C:44]2[O:45][C:30]([C:29]3[CH:33]=[CH:34][C:26]([CH2:25][Br:24])=[CH:27][C:28]=3[F:35])=[N:47][N:46]=2)[C:37]([NH2:36])=[N:42][CH:41]=1. The catalyst class is: 10. (4) Reactant: [NH2:1][C:2]1[C:3]([F:23])=[C:4]([C:10]([C:12]2[CH:13]=[C:14]3[C:19](=[CH:20][CH:21]=2)[N:18]=[CH:17][C:16]([Cl:22])=[N:15]3)=[O:11])[C:5]([F:9])=[C:6]([F:8])[CH:7]=1.[CH2:24]([S:27](Cl)(=[O:29])=[O:28])[CH2:25][CH3:26]. Product: [Cl:22][C:16]1[CH:17]=[N:18][C:19]2[C:14]([N:15]=1)=[CH:13][C:12]([C:10]([C:4]1[C:3]([F:23])=[C:2]([N:1]([S:27]([CH2:24][CH2:25][CH3:26])(=[O:29])=[O:28])[S:27]([CH2:24][CH2:25][CH3:26])(=[O:29])=[O:28])[CH:7]=[C:6]([F:8])[C:5]=1[F:9])=[O:11])=[CH:21][CH:20]=2. The catalyst class is: 2. (5) Reactant: [BH4-].[Na+].[C:3]1([C:9]2([C:35]3[CH:40]=[CH:39][CH:38]=[CH:37][CH:36]=3)[O:13][C:12]3[CH:14]=[CH:15][C:16]([C:18](=[O:34])[CH:19]([N:21]4[CH2:26][CH2:25][C:24]([OH:33])([C:27]5[CH:32]=[CH:31][CH:30]=[CH:29][CH:28]=5)[CH2:23][CH2:22]4)[CH3:20])=[CH:17][C:11]=3[O:10]2)[CH:8]=[CH:7][CH:6]=[CH:5][CH:4]=1. Product: [C:35]1([C:9]2([C:3]3[CH:4]=[CH:5][CH:6]=[CH:7][CH:8]=3)[O:13][C:12]3[CH:14]=[CH:15][C:16]([CH:18]([OH:34])[CH:19]([N:21]4[CH2:22][CH2:23][C:24]([OH:33])([C:27]5[CH:28]=[CH:29][CH:30]=[CH:31][CH:32]=5)[CH2:25][CH2:26]4)[CH3:20])=[CH:17][C:11]=3[O:10]2)[CH:36]=[CH:37][CH:38]=[CH:39][CH:40]=1. The catalyst class is: 8. (6) Reactant: [Cl:1][C:2]1[CH:7]=[CH:6][C:5]([C@H:8]2[N:15]3[C:11]([S:12][C:13]([C:19]([N:21]4[CH2:26][CH2:25][N:24]([CH2:27][C:28]([O:30]CC)=[O:29])[C:23](=[O:33])[CH2:22]4)=[O:20])=[C:14]3[CH:16]([CH3:18])[CH3:17])=[N:10][C@H:9]2[C:34]2[CH:39]=[CH:38][C:37]([Cl:40])=[CH:36][CH:35]=2)=[CH:4][CH:3]=1.[OH-].[Na+].Cl. Product: [Cl:1][C:2]1[CH:3]=[CH:4][C:5]([C@H:8]2[N:15]3[C:11]([S:12][C:13]([C:19]([N:21]4[CH2:26][CH2:25][N:24]([CH2:27][C:28]([OH:30])=[O:29])[C:23](=[O:33])[CH2:22]4)=[O:20])=[C:14]3[CH:16]([CH3:17])[CH3:18])=[N:10][C@H:9]2[C:34]2[CH:35]=[CH:36][C:37]([Cl:40])=[CH:38][CH:39]=2)=[CH:6][CH:7]=1. The catalyst class is: 5.